From a dataset of Full USPTO retrosynthesis dataset with 1.9M reactions from patents (1976-2016). Predict the reactants needed to synthesize the given product. (1) Given the product [Br:18][CH2:10][C:9]1[C:2]([Cl:1])=[C:3]([CH:6]=[CH:7][CH:8]=1)[C:4]#[N:5], predict the reactants needed to synthesize it. The reactants are: [Cl:1][C:2]1[C:9]([CH3:10])=[CH:8][CH:7]=[CH:6][C:3]=1[C:4]#[N:5].C1C(=O)N([Br:18])C(=O)C1.CC(N=NC(C#N)(C)C)(C#N)C. (2) Given the product [C:1]([C:4]1[C:12]2[C:7](=[CH:8][CH:9]=[C:10]([OH:13])[CH:11]=2)[N:6]([CH2:21][C:22]([O:24][C:25]([CH3:28])([CH3:27])[CH3:26])=[O:23])[CH:5]=1)(=[O:3])[CH3:2], predict the reactants needed to synthesize it. The reactants are: [C:1]([C:4]1[C:12]2[C:7](=[CH:8][CH:9]=[C:10]([O:13]CC3C=CC=CC=3)[CH:11]=2)[N:6]([CH2:21][C:22]([O:24][C:25]([CH3:28])([CH3:27])[CH3:26])=[O:23])[CH:5]=1)(=[O:3])[CH3:2]. (3) Given the product [NH:11]1[C:15]2[CH:16]=[CH:17][CH:18]=[CH:19][C:14]=2[N:13]=[C:12]1[C@H:8]([NH:9][C:10]([NH:38][CH:35]1[CH2:36][CH2:37][N:32]([CH:26]2[CH2:31][CH2:30][CH2:29][CH2:28][CH2:27]2)[CH2:33][CH2:34]1)=[O:20])[CH2:7][C:6]1[CH:5]=[CH:4][C:3]([O:2][CH3:1])=[CH:22][CH:21]=1, predict the reactants needed to synthesize it. The reactants are: [CH3:1][O:2][C:3]1[CH:22]=[CH:21][C:6]([CH2:7][C@@H:8]2[C:12]3=[N:13][C:14]4[CH:19]=[CH:18][CH:17]=[CH:16][C:15]=4[N:11]3[C:10](=[O:20])[NH:9]2)=[CH:5][CH:4]=1.O.Cl.Cl.[CH:26]1([N:32]2[CH2:37][CH2:36][CH:35]([NH2:38])[CH2:34][CH2:33]2)[CH2:31][CH2:30][CH2:29][CH2:28][CH2:27]1.C(O)(C(F)(F)F)=O. (4) Given the product [C:32]([O:31][C:29]([C:28]1[CH:27]=[CH:26][C:25]([C:12]2[C:13]([CH3:24])([CH3:23])[C@H:14]3[C@:9]([CH3:38])([CH2:10][CH:11]=2)[C@@H:8]2[C@:17]([CH3:22])([C@@:18]4([CH3:21])[C@H:5]([CH2:6][CH2:7]2)[C@H:4]2[C@H:39]([C:42]([CH3:44])=[CH2:43])[CH2:40][CH2:41][C@:3]2([CH2:1][NH:49][CH2:50][CH2:51][N:52]2[CH2:57][CH2:56][N:55]([C:58]([O:60][C:61]([CH3:64])([CH3:63])[CH3:62])=[O:59])[CH2:54][CH2:53]2)[CH2:20][CH2:19]4)[CH2:16][CH2:15]3)=[CH:37][CH:36]=1)=[O:30])([CH3:35])([CH3:34])[CH3:33], predict the reactants needed to synthesize it. The reactants are: [CH:1]([C@:3]12[CH2:41][CH2:40][C@@H:39]([C:42]([CH3:44])=[CH2:43])[C@@H:4]1[C@@H:5]1[C@@:18]([CH3:21])([CH2:19][CH2:20]2)[C@@:17]2([CH3:22])[C@@H:8]([C@:9]3([CH3:38])[C@@H:14]([CH2:15][CH2:16]2)[C:13]([CH3:24])([CH3:23])[C:12]([C:25]2[CH:37]=[CH:36][C:28]([C:29]([O:31][C:32]([CH3:35])([CH3:34])[CH3:33])=[O:30])=[CH:27][CH:26]=2)=[CH:11][CH2:10]3)[CH2:7][CH2:6]1)=O.C(O)(=O)C.[NH2:49][CH2:50][CH2:51][N:52]1[CH2:57][CH2:56][N:55]([C:58]([O:60][C:61]([CH3:64])([CH3:63])[CH3:62])=[O:59])[CH2:54][CH2:53]1.C(O[BH-](OC(=O)C)OC(=O)C)(=O)C.[Na+]. (5) The reactants are: [OH:1][CH2:2][CH2:3][CH2:4][CH2:5][OH:6].[H-].[Na+].F[C:10]1[CH:19]=[C:18]2[C:13]([C:14](=[O:20])[NH:15][CH:16]=[N:17]2)=[CH:12][CH:11]=1.Cl. Given the product [OH:1][CH2:2][CH2:3][CH2:4][CH2:5][O:6][C:10]1[CH:19]=[C:18]2[C:13]([C:14](=[O:20])[NH:15][CH:16]=[N:17]2)=[CH:12][CH:11]=1, predict the reactants needed to synthesize it. (6) Given the product [Cl:23][C:24]1[CH:29]=[CH:28][C:27]([S:30]([NH:9][C@H:8]([CH2:10][CH3:13])[C:7]([O:6][C:2]([CH3:5])([CH3:4])[CH3:3])=[O:11])(=[O:32])=[O:31])=[C:26]([N+:34]([O-:36])=[O:35])[CH:25]=1, predict the reactants needed to synthesize it. The reactants are: Cl.[C:2]([O:6][C:7](=[O:11])[C@H:8]([CH3:10])[NH2:9])([CH3:5])([CH3:4])[CH3:3].Cl[C:13]1C=CC(S(Cl)(=O)=O)=CC=1.[Cl:23][C:24]1[CH:29]=[CH:28][C:27]([S:30](Cl)(=[O:32])=[O:31])=[C:26]([N+:34]([O-:36])=[O:35])[CH:25]=1.